This data is from Full USPTO retrosynthesis dataset with 1.9M reactions from patents (1976-2016). The task is: Predict the reactants needed to synthesize the given product. (1) Given the product [Cl:19][CH2:15][CH2:14][CH2:13][O:12][CH2:11][CH2:10][C:9]1[C:4]2[CH:3]=[CH:2][S:1][C:5]=2[CH:6]=[CH:7][CH:8]=1, predict the reactants needed to synthesize it. The reactants are: [S:1]1[C:5]2[CH:6]=[CH:7][CH:8]=[C:9]([CH2:10][CH2:11][O:12][CH2:13][CH2:14][CH2:15]O)[C:4]=2[CH:3]=[CH:2]1.S(Cl)([Cl:19])=O.CN(C)C=O. (2) Given the product [F:22][C:23]1[CH:30]=[CH:29][C:26]([CH2:27][O:3][CH2:4][C@@H:5]2[N:10]3[C:11]4[C:20]5[C:15](=[CH:16][CH:17]=[CH:18][CH:19]=5)[N:14]=[CH:13][C:12]=4[N:21]=[C:9]3[CH2:8][O:7][CH2:6]2)=[CH:25][CH:24]=1, predict the reactants needed to synthesize it. The reactants are: [H-].[Na+].[OH:3][CH2:4][C@@H:5]1[N:10]2[C:11]3[C:20]4[C:15](=[CH:16][CH:17]=[CH:18][CH:19]=4)[N:14]=[CH:13][C:12]=3[N:21]=[C:9]2[CH2:8][O:7][CH2:6]1.[F:22][C:23]1[CH:30]=[CH:29][C:26]([CH2:27]Br)=[CH:25][CH:24]=1.C([O-])(O)=O.[Na+]. (3) Given the product [CH2:1]([O:3][C:4]([C:6]1[CH:7]=[N:8][C:9]2[C:14]([C:15]=1[NH:26][CH2:25][C:21]1[S:20][CH:24]=[CH:23][CH:22]=1)=[CH:13][CH:12]=[CH:11][C:10]=2[NH2:17])=[O:5])[CH3:2], predict the reactants needed to synthesize it. The reactants are: [CH2:1]([O:3][C:4]([C:6]1[CH:7]=[N:8][C:9]2[C:14]([C:15]=1Cl)=[CH:13][CH:12]=[CH:11][C:10]=2[N+:17]([O-])=O)=[O:5])[CH3:2].[S:20]1[CH:24]=[CH:23][CH:22]=[C:21]1[CH2:25][NH2:26]. (4) Given the product [Cl:1][C:2]1[C:9]([O:10][C:11]2[C:19]3[N:18]=[N:17][N:16]([CH2:20][C:21]4[C:29]5[C:24](=[N:25][CH:26]=[CH:27][CH:28]=5)[NH:23][N:22]=4)[C:15]=3[CH:14]=[CH:13][C:12]=2[Cl:30])=[CH:8][C:7]([Cl:31])=[CH:6][C:3]=1[CH2:4][NH2:5], predict the reactants needed to synthesize it. The reactants are: [Cl:1][C:2]1[C:9]([O:10][C:11]2[C:19]3[N:18]=[N:17][N:16]([CH2:20][C:21]4[C:29]5[C:24](=[N:25][CH:26]=[CH:27][CH:28]=5)[NH:23][N:22]=4)[C:15]=3[CH:14]=[CH:13][C:12]=2[Cl:30])=[CH:8][C:7]([Cl:31])=[CH:6][C:3]=1[C:4]#[N:5].[H-].[H-].[H-].[H-].[Li+].[Al+3]. (5) Given the product [Cl:3][CH2:6][C:7]1[C:8]2[N:9]([N:15]=[C:16]([C:18]([F:21])([F:20])[F:19])[CH:17]=2)[C:10]([O:13][CH3:14])=[CH:11][CH:12]=1, predict the reactants needed to synthesize it. The reactants are: S(Cl)([Cl:3])=O.O[CH2:6][C:7]1[C:8]2[N:9]([N:15]=[C:16]([C:18]([F:21])([F:20])[F:19])[CH:17]=2)[C:10]([O:13][CH3:14])=[CH:11][CH:12]=1.C(=O)([O-])O.[Na+].